Dataset: Catalyst prediction with 721,799 reactions and 888 catalyst types from USPTO. Task: Predict which catalyst facilitates the given reaction. (1) Reactant: [NH2:1][C:2]1[C:3]([C:14]([NH2:16])=[O:15])=[N:4][N:5]([C:7]2[CH:12]=[CH:11][C:10]([Cl:13])=[CH:9][CH:8]=2)[CH:6]=1.ClC(Cl)(Cl)[C:19]([N:21]=C=O)=[O:20].N. Product: [NH2:21][C:19]([NH:1][C:2]1[C:3]([C:14]([NH2:16])=[O:15])=[N:4][N:5]([C:7]2[CH:8]=[CH:9][C:10]([Cl:13])=[CH:11][CH:12]=2)[CH:6]=1)=[O:20]. The catalyst class is: 881. (2) Reactant: [C:1]([CH2:3][C:4]([CH:6]1[CH2:11][CH2:10][N:9]([C:12]([O:14][C:15]([CH3:18])([CH3:17])[CH3:16])=[O:13])[CH2:8][CH2:7]1)=O)#[N:2].O.[NH2:20][NH2:21]. Product: [NH2:2][C:1]1[NH:21][N:20]=[C:4]([CH:6]2[CH2:11][CH2:10][N:9]([C:12]([O:14][C:15]([CH3:18])([CH3:17])[CH3:16])=[O:13])[CH2:8][CH2:7]2)[CH:3]=1. The catalyst class is: 14. (3) Reactant: [NH2:1][O:2][CH2:3][C:4]1[CH:9]=[CH:8][C:7]([CH2:10][CH2:11][C:12]2[N:13]=[C:14]([NH:17][C:18](=[O:20])[CH3:19])[S:15][CH:16]=2)=[CH:6][CH:5]=1.[CH2:21]=O. Product: [CH2:21]=[N:1][O:2][CH2:3][C:4]1[CH:9]=[CH:8][C:7]([CH2:10][CH2:11][C:12]2[N:13]=[C:14]([NH:17][C:18](=[O:20])[CH3:19])[S:15][CH:16]=2)=[CH:6][CH:5]=1. The catalyst class is: 5. (4) Reactant: Cl.[NH:2]1[C:10]2[C:5](=[CH:6][C:7]([C:11]3[C:19]4[C:18]([NH2:20])=[N:17][CH:16]=[N:15][C:14]=4[N:13]([CH3:21])[CH:12]=3)=[CH:8][CH:9]=2)[CH2:4][CH2:3]1.[F:22][C:23]1[CH:28]=[CH:27][C:26]([F:29])=[CH:25][C:24]=1[CH2:30][C:31](O)=[O:32].CN(C(ON1N=NC2C=CC=NC1=2)=[N+](C)C)C.F[P-](F)(F)(F)(F)F.CCN(C(C)C)C(C)C. Product: [F:22][C:23]1[CH:28]=[CH:27][C:26]([F:29])=[CH:25][C:24]=1[CH2:30][C:31]([N:2]1[C:10]2[C:5](=[CH:6][C:7]([C:11]3[C:19]4[C:18]([NH2:20])=[N:17][CH:16]=[N:15][C:14]=4[N:13]([CH3:21])[CH:12]=3)=[CH:8][CH:9]=2)[CH2:4][CH2:3]1)=[O:32]. The catalyst class is: 18. (5) Reactant: [N:1]1[C:10]2[CH2:9][CH2:8][CH2:7][CH2:6][C:5]=2[CH:4]=[CH:3][CH:2]=1.ClC1C=CC=C(C(OO)=[O:19])C=1. Product: [N+:1]1([O-:19])[C:10]2[CH2:9][CH2:8][CH2:7][CH2:6][C:5]=2[CH:4]=[CH:3][CH:2]=1. The catalyst class is: 13. (6) Product: [C:25]1([C:2]2[O:3][C:4]([N:9]3[CH2:14][CH2:13][O:12][CH2:11][CH2:10]3)=[CH:5][C:6](=[O:8])[CH:7]=2)[C:26]2[S:27][C:28]3[C:19](=[CH:18][CH:17]=[CH:16][CH:15]=3)[S:20][C:21]=2[CH:22]=[CH:23][CH:24]=1. The catalyst class is: 77. Reactant: Cl[C:2]1[O:3][C:4]([N:9]2[CH2:14][CH2:13][O:12][CH2:11][CH2:10]2)=[CH:5][C:6](=[O:8])[CH:7]=1.[C:15]1(B(O)O)[C:28]2[S:27][C:26]3[C:21](=[CH:22][CH:23]=[CH:24][CH:25]=3)[S:20][C:19]=2[CH:18]=[CH:17][CH:16]=1.C(=O)([O-])[O-].[K+].[K+].N#N. (7) Reactant: Br[C:2]1[CH:3]=[C:4]([CH2:8][N:9]2[CH2:14][CH2:13][O:12][CH2:11][CH2:10]2)[S:5][C:6]=1[Cl:7].C([Li])CCC.CON(C)[C:23](=[O:25])[CH3:24]. Product: [Cl:7][C:6]1[S:5][C:4]([CH2:8][N:9]2[CH2:14][CH2:13][O:12][CH2:11][CH2:10]2)=[CH:3][C:2]=1[C:23](=[O:25])[CH3:24]. The catalyst class is: 27.